This data is from Forward reaction prediction with 1.9M reactions from USPTO patents (1976-2016). The task is: Predict the product of the given reaction. (1) Given the reactants C([O:3][C:4]([C:6]1[CH:7]=[C:8]2[C:13](=[CH:14][C:15]=1[CH3:16])[N:12]([CH2:17][CH3:18])[C:11](=[O:19])[CH2:10][CH2:9]2)=[O:5])C.[OH-].[Na+], predict the reaction product. The product is: [CH2:17]([N:12]1[C:13]2[C:8](=[CH:7][C:6]([C:4]([OH:5])=[O:3])=[C:15]([CH3:16])[CH:14]=2)[CH2:9][CH2:10][C:11]1=[O:19])[CH3:18]. (2) The product is: [C:10]([O:8][CH2:7][CH2:6][CH2:5][CH2:4][CH2:3][CH2:2][CH2:1][OH:9])(=[O:11])[C:12]([CH3:15])([CH3:14])[CH3:13]. Given the reactants [CH2:1]([OH:9])[CH2:2][CH2:3][CH2:4][CH2:5][CH2:6][CH2:7][OH:8].[C:10](Cl)([C:12]([CH3:15])([CH3:14])[CH3:13])=[O:11].N1C=CC=CC=1, predict the reaction product. (3) Given the reactants [C:1]([OH:10])(=[O:9])[C@@H:2]([C@H:4]([C:6]([OH:8])=[O:7])[OH:5])[OH:3].[F:11][NH:12][C@H:13]([C:18]([OH:20])=[O:19])[CH2:14][CH:15]([CH3:17])[CH3:16].CC(OC)(C)C, predict the reaction product. The product is: [C:1]([OH:10])(=[O:9])[C@@H:2]([C@H:4]([C:6]([OH:8])=[O:7])[OH:5])[OH:3].[F:11][NH:12][C@H:13]([C:18]([OH:20])=[O:19])[CH2:14][CH:15]([CH3:17])[CH3:16]. (4) Given the reactants [NH:1]1[CH2:6][CH2:5][CH2:4][CH:3]([CH2:7][N:8]2[C:13]3[CH:14]=[CH:15][NH:16][C:12]=3[C:11](=[O:17])[NH:10][C:9]2=[S:18])[CH2:2]1.[CH:19](O)=O.[BH3-]C#N.[Na+], predict the reaction product. The product is: [CH3:19][N:1]1[CH2:6][CH2:5][CH2:4][CH:3]([CH2:7][N:8]2[C:13]3[CH:14]=[CH:15][NH:16][C:12]=3[C:11](=[O:17])[NH:10][C:9]2=[S:18])[CH2:2]1. (5) Given the reactants Cl.Cl.[NH2:3][C:4]1[C:5]([CH3:15])=[N:6][C:7]([CH3:14])=[CH:8][C:9]=1[C:10]([F:13])([F:12])[F:11].N.CN(C)C1C=CC=CC=1.[Br:26][CH2:27][C:28](Br)=[O:29], predict the reaction product. The product is: [Br:26][CH2:27][C:28]([NH:3][C:4]1[C:5]([CH3:15])=[N:6][C:7]([CH3:14])=[CH:8][C:9]=1[C:10]([F:13])([F:11])[F:12])=[O:29]. (6) Given the reactants [CH2:1]([C:5]1([CH2:21][CH2:22][CH2:23][CH3:24])[C:17]2[CH:16]=[C:15]([C:18](=O)[CH3:19])[CH:14]=[CH:13][C:12]=2[C:11]2[C:6]1=[CH:7][CH:8]=[CH:9][CH:10]=2)[CH2:2][CH2:3][CH3:4].Cl.[NH2:26][OH:27].C([O-])(=O)C.[Na+].O, predict the reaction product. The product is: [CH2:1]([C:5]1([CH2:21][CH2:22][CH2:23][CH3:24])[C:17]2[CH:16]=[C:15]([C:18](=[N:26][OH:27])[CH3:19])[CH:14]=[CH:13][C:12]=2[C:11]2[C:6]1=[CH:7][CH:8]=[CH:9][CH:10]=2)[CH2:2][CH2:3][CH3:4]. (7) Given the reactants [H-].[Na+].[NH:3]1[CH:7]=[CH:6][N:5]=[CH:4]1.[CH3:8][Si:9]([CH3:16])([CH3:15])[CH2:10][CH2:11][O:12][CH2:13]Cl.O, predict the reaction product. The product is: [NH:3]1[CH:7]=[CH:6][N:5]=[C:4]1[CH2:13][O:12][CH2:11][CH2:10][Si:9]([CH3:16])([CH3:15])[CH3:8].